Dataset: Forward reaction prediction with 1.9M reactions from USPTO patents (1976-2016). Task: Predict the product of the given reaction. (1) Given the reactants [F:1][C:2]1[C:3]([N+:11]([O-:13])=[O:12])=[C:4]([CH:7]=[C:8]([F:10])[CH:9]=1)[NH:5][CH3:6].C1C(=O)N([Cl:21])C(=O)C1, predict the reaction product. The product is: [Cl:21][C:7]1[C:8]([F:10])=[CH:9][C:2]([F:1])=[C:3]([N+:11]([O-:13])=[O:12])[C:4]=1[NH:5][CH3:6]. (2) Given the reactants [S:1]1[CH:5]=[CH:4][CH:3]=[C:2]1[C:6]1[N:10]=[C:9]([N:11]2[CH2:16][CH2:15][N:14](C(OC(C)(C)C)=O)[CH2:13][CH2:12]2)[S:8][N:7]=1.Cl.CCCCCC, predict the reaction product. The product is: [S:1]1[CH:5]=[CH:4][CH:3]=[C:2]1[C:6]1[N:10]=[C:9]([N:11]2[CH2:12][CH2:13][NH:14][CH2:15][CH2:16]2)[S:8][N:7]=1. (3) Given the reactants [Cl:1][CH2:2][CH2:3][O:4][C:5]1[CH:14]=[CH:13][C:8]([C:9]([O:11]C)=[O:10])=[CH:7][C:6]=1[O:15][CH3:16].[OH-].[Na+].Cl, predict the reaction product. The product is: [Cl:1][CH2:2][CH2:3][O:4][C:5]1[CH:14]=[CH:13][C:8]([C:9]([OH:11])=[O:10])=[CH:7][C:6]=1[O:15][CH3:16]. (4) Given the reactants [CH3:1][N:2]1[C:6]([C:7]([NH:9][C:10]2[CH:15]=[CH:14][N:13]=[C:12]([C:16](O)=[O:17])[CH:11]=2)=[O:8])=[C:5]([C:19]([F:22])([F:21])[F:20])[C:4]([C:23]([F:29])([F:28])[C:24]([F:27])([F:26])[F:25])=[N:3]1.[F:30][C:31]1([F:35])[CH2:33][CH:32]1[NH2:34].CN(C(ON1N=NC2C=CC=NC1=2)=[N+](C)C)C.F[P-](F)(F)(F)(F)F.CCN(C(C)C)C(C)C, predict the reaction product. The product is: [F:30][C:31]1([F:35])[CH2:33][CH:32]1[NH:34][C:16]([C:12]1[CH:11]=[C:10]([NH:9][C:7]([C:6]2[N:2]([CH3:1])[N:3]=[C:4]([C:23]([F:28])([F:29])[C:24]([F:26])([F:27])[F:25])[C:5]=2[C:19]([F:21])([F:20])[F:22])=[O:8])[CH:15]=[CH:14][N:13]=1)=[O:17].